The task is: Predict the reactants needed to synthesize the given product.. This data is from Full USPTO retrosynthesis dataset with 1.9M reactions from patents (1976-2016). (1) Given the product [F:24][C:19]1[CH:18]=[C:17]([C@H:8]2[NH:7][C:12](=[O:13])[CH2:11][CH2:10][CH2:9]2)[CH:22]=[C:21]([F:23])[CH:20]=1, predict the reactants needed to synthesize it. The reactants are: C([S@@]([NH:7][C@H:8]([C:17]1[CH:22]=[C:21]([F:23])[CH:20]=[C:19]([F:24])[CH:18]=1)[CH2:9][CH2:10][CH2:11][C:12](OCC)=[O:13])=O)(C)(C)C.C(N(CC)CC)C. (2) The reactants are: [CH3:1][N:2]1[C:7]([CH3:9])([CH3:8])[CH:6]=[C:5]([C:10]2[CH:15]=[CH:14][C:13]([OH:16])=[CH:12][CH:11]=2)[CH2:4][C:3]1([CH3:18])[CH3:17]. Given the product [CH3:1][N:2]1[C:7]([CH3:9])([CH3:8])[CH2:6][CH:5]([C:10]2[CH:11]=[CH:12][C:13]([OH:16])=[CH:14][CH:15]=2)[CH2:4][C:3]1([CH3:18])[CH3:17], predict the reactants needed to synthesize it. (3) Given the product [Br:15][C:14]1[N:13]([CH3:16])[N:12]=[CH:11][C:10]=1[C:8]1[N:7]=[CH:6][N:5]([NH2:4])[CH:9]=1, predict the reactants needed to synthesize it. The reactants are: COC(=O)[NH:4][N:5]1[CH:9]=[C:8]([C:10]2[CH:11]=[N:12][N:13]([CH3:16])[C:14]=2[Br:15])[N:7]=[CH:6]1.[OH-].[Na+]. (4) Given the product [Br:1][C:2]1[CH:9]=[CH:8][C:5]([C:6]2[O:7][CH:12]=[N:11][C:13]=2[CH3:14])=[CH:4][C:3]=1[F:10], predict the reactants needed to synthesize it. The reactants are: [Br:1][C:2]1[CH:9]=[CH:8][C:5]([CH:6]=[O:7])=[CH:4][C:3]=1[F:10].[N+:11]([CH:13](S(C1C=CC(C)=CC=1)(=O)=O)[CH3:14])#[C-:12].C([O-])([O-])=O.[K+].[K+]. (5) Given the product [F:22][C:16]1[CH:17]=[CH:18][C:19]([CH3:21])=[CH:20][C:15]=1[O:14][C:12]1[CH2:13][N:9]([C@@H:4]([CH2:5][CH:6]([CH3:8])[CH3:7])[C:3]([OH:24])=[O:2])[C:10](=[O:23])[CH:11]=1, predict the reactants needed to synthesize it. The reactants are: C[O:2][C:3](=[O:24])[C@@H:4]([N:9]1[CH2:13][C:12]([O:14][C:15]2[CH:20]=[C:19]([CH3:21])[CH:18]=[CH:17][C:16]=2[F:22])=[CH:11][C:10]1=[O:23])[CH2:5][CH:6]([CH3:8])[CH3:7].O.[OH-].[Li+].Cl. (6) The reactants are: [N:1]([C@@H:4]([CH:29]([C:37]1[CH:42]=[CH:41][CH:40]=[C:39]([F:43])[CH:38]=1)[C:30]1[CH:35]=[CH:34][CH:33]=[C:32]([F:36])[CH:31]=1)[C:5]([NH:7][C:8]1[CH:13]=[CH:12][CH:11]=[C:10]([F:14])[C:9]=1[CH2:15][CH2:16][CH:17]1[CH2:19][N@@:18]1[S:20]([C:23]1[CH:28]=[CH:27][CH:26]=[CH:25][CH:24]=1)(=[O:22])=[O:21])=[O:6])=[N+:2]=[N-:3].[NH2:44][CH2:45][C@H:46]([OH:48])[CH3:47]. Given the product [N:1]([C@@H:4]([CH:29]([C:30]1[CH:35]=[CH:34][CH:33]=[C:32]([F:36])[CH:31]=1)[C:37]1[CH:42]=[CH:41][CH:40]=[C:39]([F:43])[CH:38]=1)[C:5]([NH:7][C:8]1[CH:13]=[CH:12][CH:11]=[C:10]([F:14])[C:9]=1[CH2:15][CH2:16][C@H:17]([NH:18][S:20]([C:23]1[CH:24]=[CH:25][CH:26]=[CH:27][CH:28]=1)(=[O:21])=[O:22])[CH2:19][NH:44][CH2:45][C@H:46]([OH:48])[CH3:47])=[O:6])=[N+:2]=[N-:3], predict the reactants needed to synthesize it.